From a dataset of Catalyst prediction with 721,799 reactions and 888 catalyst types from USPTO. Predict which catalyst facilitates the given reaction. (1) Reactant: Cl.O1CCOCC1.[Br:8][C:9]1[CH:39]=[CH:38][C:37]([O:40][CH3:41])=[CH:36][C:10]=1[CH2:11][CH:12]1[CH2:17][CH2:16][N:15]([C:18](=[O:35])[CH2:19][CH2:20][C@H:21]2[CH2:26][CH2:25][C@H:24]([NH:27]C(=O)OC(C)(C)C)[CH2:23][CH2:22]2)[CH2:14][CH2:13]1. Product: [Br:8][C:9]1[CH:39]=[CH:38][C:37]([O:40][CH3:41])=[CH:36][C:10]=1[CH2:11][CH:12]1[CH2:13][CH2:14][N:15]([C:18](=[O:35])[CH2:19][CH2:20][C@H:21]2[CH2:22][CH2:23][C@H:24]([NH2:27])[CH2:25][CH2:26]2)[CH2:16][CH2:17]1. The catalyst class is: 15. (2) Reactant: [F:1][B-](F)(F)F.N#[O+].[CH3:8][O:9][C:10](=[O:33])[CH2:11][C:12]1[CH:17]=[C:16]([Br:18])[C:15]([O:19][C:20]2[CH:25]=[C:24]([CH:26]([CH3:28])[CH3:27])[C:23]([O:29][CH3:30])=[C:22](N)[CH:21]=2)=[C:14]([Br:32])[CH:13]=1. Product: [CH3:8][O:9][C:10](=[O:33])[CH2:11][C:12]1[CH:17]=[C:16]([Br:18])[C:15]([O:19][C:20]2[CH:25]=[C:24]([CH:26]([CH3:28])[CH3:27])[C:23]([O:29][CH3:30])=[C:22]([F:1])[CH:21]=2)=[C:14]([Br:32])[CH:13]=1. The catalyst class is: 4.